Dataset: Reaction yield outcomes from USPTO patents with 853,638 reactions. Task: Predict the reaction yield, written as a fraction of the theoretical maximum amount of product (1.0 means a 100% yield; for example, 0.34 means a 34% yield). The reactants are FC(F)(F)C1C=CC(CN)=CC=1.[CH3:13][O:14][C:15]1[CH:16]=[C:17]([CH2:21][CH2:22][NH2:23])[CH:18]=[CH:19][CH:20]=1.[C:24]([NH:32][C:33]1[CH:34]=[C:35]([CH:39]=[CH:40][N:41]=1)[C:36](O)=[O:37])(=[O:31])[C:25]1[CH:30]=[CH:29][CH:28]=[CH:27][CH:26]=1. No catalyst specified. The product is [C:24]([NH:32][C:33]1[CH:34]=[C:35]([CH:39]=[CH:40][N:41]=1)[C:36]([NH:23][CH2:22][CH2:21][C:17]1[CH:18]=[CH:19][CH:20]=[C:15]([O:14][CH3:13])[CH:16]=1)=[O:37])(=[O:31])[C:25]1[CH:26]=[CH:27][CH:28]=[CH:29][CH:30]=1. The yield is 0.450.